The task is: Binary Classification. Given a miRNA mature sequence and a target amino acid sequence, predict their likelihood of interaction.. This data is from Experimentally validated miRNA-target interactions with 360,000+ pairs, plus equal number of negative samples. (1) The miRNA is hsa-miR-3614-3p with sequence UAGCCUUCAGAUCUUGGUGUUUU. The protein sequence of the target gene is MADQRQRSLSTSGESLYHVLGLDKNATSDDIKKSYRKLALKYHPDKNPDNPEAADKFKEINNAHAILTDATKRNIYDKYGSLGLYVAEQFGEENVNTYFVLSSWWAKALFVVCGLLTCCYCCCCLCCCFNCCCGKCKPKAPEGEETEFYVSPEDLEAQLQSDEREATDTPIVIQPASATETTQLTADSHPSYHTDGFN. Result: 0 (no interaction). (2) The miRNA is hsa-miR-7-5p with sequence UGGAAGACUAGUGAUUUUGUUGUU. The protein sequence of the target gene is MSTEGPSLASSPAISPLAFLSAPVTPGTLAEATDPLPMLIALACIFLLLATCLLFMTLCKPAALDPSRRRAHECMPHHPGSPSEPQLRLWKRLGSLRLSLHSFRHGRPTVPRQPLPGPEDNRSHCDYMESTKM. Result: 1 (interaction). (3) The miRNA is hsa-miR-5192 with sequence AGGAGAGUGGAUUCCAGGUGGU. The protein sequence of the target gene is MERKDFETWLDNISVTFLSLTDLQKNETLDHLISLSGAVQLRHLSNNLETLLKRDFLKLLPLELSFYLLKWLDPQTLLTCCLVSKQWNKVISACTEVWQTACKNLGWQIDDSVQDALHWKKVYLKAILRMKQLEDHEAFETSSLIGHSARVYALYYKDGLLCTGSDDLSAKLWDVSTGQCVYGIQTHTCAAVKFDEQKLVTGSFDNTVACWEWSSGARTQHFRGHTGAVFSVDYNDELDILVSGSADFTVKVWALSAGTCLNTLTGHTEWVTKVVLQKCKVKSLLHSPGDYILLSADKYE.... Result: 0 (no interaction). (4) The miRNA is hsa-miR-33b-5p with sequence GUGCAUUGCUGUUGCAUUGC. The protein sequence of the target gene is MAAADAEQAVLAKQETKQDCCMKTELLREDTPMAADEGSTEKQEGETPMAADGETNGSCEKSGDPSHLNAPKHTQENTRASPQEGTNRVSRVAENGVSERDTEVGKQNHVTADDFMQTSVIGSNGYFLNKPALQGQPLRTPNILTSSLPGHAAKTLPGGASKCRTLSALPQTPTTAPTVPGEGSADTEDRKPTASGTDVRVHRARKTMPKSILGLHAASKDHREVQDHKEPKEDINRNISECGRQQLLPTFPALHQSLPQNQCYMATTKSQTACLPFVLAAAVSRKKKRRMGTYSLVPKK.... Result: 0 (no interaction). (5) The miRNA is mmu-miR-5099 with sequence UUAGAUCGAUGUGGUGCUCC. The protein sequence of the target gene is MGNSALRAHVETAQKTGVFQLKDRGLTEFPADLQKLTSNLRTIDLSNNKIESLPPLLIGKFTLLKSLSLNNNKLTVLPDEICNLKKLETLSLNNNHLRELPSTFGQLSALKTLSLSGNQLGALPPQLCSLRHLDVMDLSKNQIRSIPDSVGELQVIELNLNQNQISQISVKISCCPRLKILRLEENCLELSMLPQSILSDSQICLLAVEGNLFEIKKLRELEGYDKYMERFTATKKKFA. Result: 0 (no interaction).